Predict the product of the given reaction. From a dataset of Forward reaction prediction with 1.9M reactions from USPTO patents (1976-2016). (1) Given the reactants [Cl:1][C:2]1[C:3]([NH:15][CH:16]2[CH2:26][CH2:25][C:19]3([CH2:24][CH2:23][NH:22][CH2:21][CH2:20]3)[CH2:18][CH2:17]2)=[N:4][C:5]([NH:8][C:9]2[CH:10]=[N:11][N:12]([CH3:14])[CH:13]=2)=[N:6][CH:7]=1.Cl[C:28]1[N:33]=[CH:32][C:31]([C:34]#[N:35])=[CH:30][CH:29]=1.CCN(CC)CC, predict the reaction product. The product is: [Cl:1][C:2]1[C:3]([NH:15][CH:16]2[CH2:26][CH2:25][C:19]3([CH2:24][CH2:23][N:22]([C:28]4[CH:29]=[CH:30][C:31]([C:34]#[N:35])=[CH:32][N:33]=4)[CH2:21][CH2:20]3)[CH2:18][CH2:17]2)=[N:4][C:5]([NH:8][C:9]2[CH:10]=[N:11][N:12]([CH3:14])[CH:13]=2)=[N:6][CH:7]=1. (2) Given the reactants [C:1]1([S:7](Cl)(=[O:9])=[O:8])[CH:6]=[CH:5][CH:4]=[CH:3][CH:2]=1.[CH3:11][O:12][C:13]1[CH:18]=[CH:17][N:16]=[C:15]([CH2:19][CH2:20][C:21]2[NH:36][C:24]3=[N:25][CH:26]=[C:27]([C:29]4[CH:34]=[CH:33][C:32]([NH2:35])=[CH:31][CH:30]=4)[CH:28]=[C:23]3[N:22]=2)[CH:14]=1, predict the reaction product. The product is: [CH3:11][O:12][C:13]1[CH:18]=[CH:17][N:16]=[C:15]([CH2:19][CH2:20][C:21]2[NH:36][C:24]3=[N:25][CH:26]=[C:27]([C:29]4[CH:34]=[CH:33][C:32]([NH:35][S:7]([C:1]5[CH:6]=[CH:5][CH:4]=[CH:3][CH:2]=5)(=[O:9])=[O:8])=[CH:31][CH:30]=4)[CH:28]=[C:23]3[N:22]=2)[CH:14]=1. (3) Given the reactants [N:1]1[CH:6]=[CH:5][C:4]([CH3:7])=[CH:3][CH:2]=1.C([Li])CCC.N1C=[CH:17][C:16]([CH2:19][Li])=[CH:15][CH:14]=1.BrCCC(C)C, predict the reaction product. The product is: [CH2:7]([C:4]1[CH:5]=[CH:6][N:1]=[CH:2][CH:3]=1)[CH2:14][CH2:15][CH:16]([CH3:19])[CH3:17].